This data is from Full USPTO retrosynthesis dataset with 1.9M reactions from patents (1976-2016). The task is: Predict the reactants needed to synthesize the given product. (1) The reactants are: C(=O)([O-])O.[Na+].[C:6]([O-:9])(=[O:8])[CH3:7].[Na+].BrN1C(=O)CCC1=O.[CH2:19]([OH:25])[C:20]1[O:24][CH:23]=[CH:22][CH:21]=1.C(OC(=O)C)(=O)C.[OH-].[Na+]. Given the product [C:6]([O:9][CH:23]1[CH:22]=[CH:21][C:19](=[O:25])[CH2:20][O:24]1)(=[O:8])[CH3:7], predict the reactants needed to synthesize it. (2) Given the product [NH:9]1[C:4]2[CH:5]=[CH:6][CH:7]=[CH:8][C:3]=2[N:10]=[C:11]1[CH:12]([CH3:13])[CH2:17][CH2:16][OH:15], predict the reactants needed to synthesize it. The reactants are: Cl.Cl.[C:3]1([NH2:10])[CH:8]=[CH:7][CH:6]=[CH:5][C:4]=1[NH2:9].[CH3:11][CH:12]1[CH2:17][CH2:16][O:15][C:13]1=O.